Task: Regression. Given two drug SMILES strings and cell line genomic features, predict the synergy score measuring deviation from expected non-interaction effect.. Dataset: NCI-60 drug combinations with 297,098 pairs across 59 cell lines (1) Drug 1: C1=CN(C(=O)N=C1N)C2C(C(C(O2)CO)O)O.Cl. Drug 2: C1C(C(OC1N2C=NC3=C(N=C(N=C32)Cl)N)CO)O. Cell line: MDA-MB-231. Synergy scores: CSS=36.0, Synergy_ZIP=-5.33, Synergy_Bliss=-3.32, Synergy_Loewe=-6.30, Synergy_HSA=2.26. (2) Drug 1: C1=CC(=C2C(=C1NCCNCCO)C(=O)C3=C(C=CC(=C3C2=O)O)O)NCCNCCO. Drug 2: CC(C)NC(=O)C1=CC=C(C=C1)CNNC.Cl. Cell line: HCC-2998. Synergy scores: CSS=37.1, Synergy_ZIP=5.78, Synergy_Bliss=4.92, Synergy_Loewe=-25.4, Synergy_HSA=3.94. (3) Drug 1: C1=CC(=C2C(=C1NCCNCCO)C(=O)C3=C(C=CC(=C3C2=O)O)O)NCCNCCO. Drug 2: CC12CCC3C(C1CCC2O)C(CC4=C3C=CC(=C4)O)CCCCCCCCCS(=O)CCCC(C(F)(F)F)(F)F. Cell line: HOP-92. Synergy scores: CSS=29.7, Synergy_ZIP=-6.06, Synergy_Bliss=-10.2, Synergy_Loewe=-14.4, Synergy_HSA=-7.02.